Dataset: Full USPTO retrosynthesis dataset with 1.9M reactions from patents (1976-2016). Task: Predict the reactants needed to synthesize the given product. (1) Given the product [CH3:1][O:2][C:3]1[CH:4]=[C:5]([CH:21]=[CH:22][C:23]=1[O:24][CH3:25])/[CH:6]=[CH:7]/[C:8]1[O:9][C:10]2[C:11](=[C:13]([C:17]([OH:19])=[O:18])[CH:14]=[CH:15][CH:16]=2)[N:12]=1, predict the reactants needed to synthesize it. The reactants are: [CH3:1][O:2][C:3]1[CH:4]=[C:5]([CH:21]=[CH:22][C:23]=1[O:24][CH3:25])/[CH:6]=[CH:7]/[C:8]1[O:9][C:10]2[C:11](=[C:13]([C:17]([O:19]C)=[O:18])[CH:14]=[CH:15][CH:16]=2)[N:12]=1.[OH-].[Na+]. (2) Given the product [Cl:5][C:6]1[CH:11]=[CH:10][CH:9]=[C:8]([F:12])[C:7]=1[C:13]1[S:14][CH:15]=[C:16](/[CH:18]=[CH:19]/[C:20]([N:1]=[N+:2]=[N-:3])=[O:21])[N:17]=1, predict the reactants needed to synthesize it. The reactants are: [N-:1]=[N+:2]=[N-:3].[Na+].[Cl:5][C:6]1[CH:11]=[CH:10][CH:9]=[C:8]([F:12])[C:7]=1[C:13]1[S:14][CH:15]=[C:16](/[CH:18]=[CH:19]/[C:20](Cl)=[O:21])[N:17]=1. (3) Given the product [C:1]([C:8]1[CH:15]=[CH:14][C:11]([CH2:12][N:16]2[CH2:19][CH:18]([C:20]([OH:22])=[O:21])[CH2:17]2)=[CH:10][CH:9]=1)(=[O:7])[CH2:2][CH2:3][CH2:4][CH2:5][CH3:6], predict the reactants needed to synthesize it. The reactants are: [C:1]([C:8]1[CH:15]=[CH:14][C:11]([CH:12]=O)=[CH:10][CH:9]=1)(=[O:7])[CH2:2][CH2:3][CH2:4][CH2:5][CH3:6].[NH:16]1[CH2:19][CH:18]([C:20]([OH:22])=[O:21])[CH2:17]1.CC(O)=O.[BH3-]C#N.[Na+]. (4) Given the product [CH2:1]([O:3][C:4](=[O:32])[CH:5]([O:29][CH2:30][CH3:31])[CH2:6][C:7]1[CH:12]=[CH:11][C:10]([O:13][CH2:14][CH2:15][C:16]2[N:17]=[C:18]([C:22]3[CH:27]=[CH:26][CH:25]=[CH:24][CH:23]=3)[O:19][C:20]=2[CH3:21])=[CH:9][C:8]=1[CH3:28])[CH3:2], predict the reactants needed to synthesize it. The reactants are: [CH2:1]([O:3][C:4](=[O:32])/[C:5](/[O:29][CH2:30][CH3:31])=[CH:6]/[C:7]1[CH:12]=[CH:11][C:10]([O:13][CH2:14][CH2:15][C:16]2[N:17]=[C:18]([C:22]3[CH:27]=[CH:26][CH:25]=[CH:24][CH:23]=3)[O:19][C:20]=2[CH3:21])=[CH:9][C:8]=1[CH3:28])[CH3:2]. (5) The reactants are: [C:1]([C:4]1[CH:5]=[N:6][C:7]2[C:12]([C:13]=1[NH:14][C:15]1[CH:16]=[CH:17][C:18]([N:21]3[CH2:26][CH2:25][CH2:24][C@@H:23]([NH:27]C(=O)OC(C)(C)C)[CH2:22]3)=[N:19][CH:20]=1)=[N:11][C:10]([C:35]1[CH:40]=[C:39]([F:41])[C:38]([OH:42])=[C:37]([Cl:43])[CH:36]=1)=[CH:9][CH:8]=2)(=[O:3])[CH3:2].C(O)(C(F)(F)F)=O. Given the product [NH2:27][C@@H:23]1[CH2:24][CH2:25][CH2:26][N:21]([C:18]2[N:19]=[CH:20][C:15]([NH:14][C:13]3[C:12]4[C:7](=[CH:8][CH:9]=[C:10]([C:35]5[CH:40]=[C:39]([F:41])[C:38]([OH:42])=[C:37]([Cl:43])[CH:36]=5)[N:11]=4)[N:6]=[CH:5][C:4]=3[C:1](=[O:3])[CH3:2])=[CH:16][CH:17]=2)[CH2:22]1, predict the reactants needed to synthesize it. (6) Given the product [C:1]1([C@@H:7]([N@:9]2[CH2:11][CH:10]2[CH:12]=[O:13])[CH3:8])[CH:2]=[CH:3][CH:4]=[CH:5][CH:6]=1, predict the reactants needed to synthesize it. The reactants are: [C:1]1([C@@H:7]([N@:9]2[CH2:11][CH:10]2[CH2:12][OH:13])[CH3:8])[CH:6]=[CH:5][CH:4]=[CH:3][CH:2]=1.CS(C)=O.C(Cl)(=O)C(Cl)=O.CCN(C(C)C)C(C)C. (7) The reactants are: C(OC(=O)[NH:7][C@H:8]([C:11]1[CH:16]=[CH:15][CH:14]=[CH:13][CH:12]=1)[CH2:9][NH2:10])(C)(C)C.[C:18]1(=O)[CH2:23][CH2:22][CH2:21][CH2:20][CH2:19]1.[BH-](OC(C)=O)(OC(C)=O)OC(C)=O.[Na+]. Given the product [CH:18]1([NH:10][CH2:9][C@@H:8]([C:11]2[CH:12]=[CH:13][CH:14]=[CH:15][CH:16]=2)[NH2:7])[CH2:23][CH2:22][CH2:21][CH2:20][CH2:19]1, predict the reactants needed to synthesize it. (8) Given the product [C:26]1([C:7]2[S:6][C:5]([C:3]([OH:4])=[O:2])=[C:9]([N:10]([C:17]([C@H:19]3[CH2:20][CH2:21][C@H:22]([CH3:25])[CH2:23][CH2:24]3)=[O:18])[C:11]3[CH:12]=[CH:13][CH:14]=[CH:15][CH:16]=3)[CH:8]=2)[CH2:31][CH2:30][CH2:29][CH2:28][CH:27]=1, predict the reactants needed to synthesize it. The reactants are: C[O:2][C:3]([C:5]1[S:6][C:7]([C:26]2[CH2:31][CH2:30][CH2:29][CH2:28][CH:27]=2)=[CH:8][C:9]=1[N:10]([C:17]([C@H:19]1[CH2:24][CH2:23][C@H:22]([CH3:25])[CH2:21][CH2:20]1)=[O:18])[C:11]1[CH:16]=[CH:15][CH:14]=[CH:13][CH:12]=1)=[O:4].[OH-].[Li+]. (9) Given the product [CH2:1]([C:8]1[C:9]([O:21][C@@H:36]2[O:37][C@H:38]([CH2:55][O:56][C:57](=[O:62])[C:58]([CH3:61])([CH3:60])[CH3:59])[C@@H:39]([O:48][C:49](=[O:54])[C:50]([CH3:51])([CH3:52])[CH3:53])[C@H:40]([O:41][C:42](=[O:47])[C:43]([CH3:44])([CH3:45])[CH3:46])[C@H:35]2[O:34][C:28](=[O:33])[C:29]([CH3:32])([CH3:30])[CH3:31])=[N:10][N:11]([C:16]([O:18][CH2:19][CH3:20])=[O:17])[C:12]=1[CH:13]([CH3:15])[CH3:14])[C:2]1[CH:3]=[CH:4][CH:5]=[CH:6][CH:7]=1, predict the reactants needed to synthesize it. The reactants are: [CH2:1]([C:8]1[C:9](=[O:21])[NH:10][N:11]([C:16]([O:18][CH2:19][CH3:20])=[O:17])[C:12]=1[CH:13]([CH3:15])[CH3:14])[C:2]1[CH:7]=[CH:6][CH:5]=[CH:4][CH:3]=1.C(=O)([O-])[O-].[K+].[K+].[C:28]([O:34][C@@H:35]1[C@@H:40]([O:41][C:42](=[O:47])[C:43]([CH3:46])([CH3:45])[CH3:44])[C@H:39]([O:48][C:49](=[O:54])[C:50]([CH3:53])([CH3:52])[CH3:51])[C@@H:38]([CH2:55][O:56][C:57](=[O:62])[C:58]([CH3:61])([CH3:60])[CH3:59])[O:37][C@@H:36]1Br)(=[O:33])[C:29]([CH3:32])([CH3:31])[CH3:30].O.